Dataset: HIV replication inhibition screening data with 41,000+ compounds from the AIDS Antiviral Screen. Task: Binary Classification. Given a drug SMILES string, predict its activity (active/inactive) in a high-throughput screening assay against a specified biological target. (1) The molecule is COc1ccc(C(OCC2OC(n3ccc(NC(=O)c4ccccc4)nc3=O)CC2OP2(=S)SCCS2)(c2ccccc2)c2ccc(OC)cc2)cc1. The result is 0 (inactive). (2) The drug is COc1cc2c(cc1OC)CC1c3cc(OC)c(OC)cc3CCN1CC2. The result is 0 (inactive).